Dataset: Full USPTO retrosynthesis dataset with 1.9M reactions from patents (1976-2016). Task: Predict the reactants needed to synthesize the given product. (1) Given the product [CH3:5][O:4][N:3]([CH3:2])[C:18](=[O:19])[C:17]([C:16]([F:23])([F:22])[F:15])=[CH2:21], predict the reactants needed to synthesize it. The reactants are: Cl.[CH3:2][NH:3][O:4][CH3:5].C(N(CC)C(C)C)(C)C.[F:15][C:16]([F:23])([F:22])[C:17](=[CH2:21])[C:18](O)=[O:19].C1(N=C=NC2CCCCC2)CCCCC1. (2) Given the product [Br:24][C:12]1[N:11]=[C:10]([S:13][CH3:14])[N:9]([C:15]2[C:20]([F:21])=[CH:19][C:18]([F:22])=[CH:17][C:16]=2[F:23])[C:8]=1[N:5]1[CH2:6][CH2:7][CH:2]([CH3:1])[CH2:3][CH2:4]1, predict the reactants needed to synthesize it. The reactants are: [CH3:1][CH:2]1[CH2:7][CH2:6][N:5]([C:8]2[N:9]([C:15]3[C:20]([F:21])=[CH:19][C:18]([F:22])=[CH:17][C:16]=3[F:23])[C:10]([S:13][CH3:14])=[N:11][CH:12]=2)[CH2:4][CH2:3]1.[Br:24]N1C(=O)CCC1=O. (3) Given the product [Cl:7][C:8]1[CH:13]=[C:12]([CH2:14][C:15]([N:17]2[C:25]3[C:20](=[CH:21][C:22]([C:26]4[CH:31]=[CH:30][C:29]([C:32]([F:33])([F:34])[F:35])=[CH:28][CH:27]=4)=[CH:23][CH:24]=3)[C:19]([CH3:36])([CH3:37])[CH2:18]2)=[O:16])[CH:11]=[CH:10][C:9]=1[O:38][CH2:40][C:41]([O:43][C:44]([CH3:47])([CH3:46])[CH3:45])=[O:42], predict the reactants needed to synthesize it. The reactants are: C(=O)([O-])[O-].[K+].[K+].[Cl:7][C:8]1[CH:13]=[C:12]([CH2:14][C:15]([N:17]2[C:25]3[C:20](=[CH:21][C:22]([C:26]4[CH:31]=[CH:30][C:29]([C:32]([F:35])([F:34])[F:33])=[CH:28][CH:27]=4)=[CH:23][CH:24]=3)[C:19]([CH3:37])([CH3:36])[CH2:18]2)=[O:16])[CH:11]=[CH:10][C:9]=1[OH:38].Br[CH2:40][C:41]([O:43][C:44]([CH3:47])([CH3:46])[CH3:45])=[O:42]. (4) Given the product [CH:13]1[C:22]2[C:17](=[CH:18][CH:19]=[CH:20][CH:21]=2)[CH:16]=[CH:15][C:14]=1[CH2:23][CH:24]1[CH2:29][CH2:28][N:27]([CH2:2][C:3]2[S:7][C:6]([NH:8][C:9](=[O:11])[CH3:10])=[N:5][CH:4]=2)[CH2:26][CH2:25]1, predict the reactants needed to synthesize it. The reactants are: Cl[CH2:2][C:3]1[S:7][C:6]([NH:8][C:9](=[O:11])[CH3:10])=[N:5][CH:4]=1.Cl.[CH:13]1[C:22]2[C:17](=[CH:18][CH:19]=[CH:20][CH:21]=2)[CH:16]=[CH:15][C:14]=1[CH2:23][CH:24]1[CH2:29][CH2:28][NH:27][CH2:26][CH2:25]1.CCN(C(C)C)C(C)C. (5) The reactants are: [ClH:1].[NH2:2]N.C[N:5](/[CH:7]=[C:8]1/[CH:9]([C:17]2[CH:24]=[CH:23][C:20]([C:21]#[N:22])=[CH:19][C:18]=2[CH3:25])[CH2:10][CH2:11][C:12]([CH3:16])([CH3:15])[C:13]/1=O)C. Given the product [ClH:1].[CH3:15][C:12]1([CH3:16])[C:13]2[C:8](=[CH:7][NH:5][N:2]=2)[CH:9]([C:17]2[CH:24]=[CH:23][C:20]([C:21]#[N:22])=[CH:19][C:18]=2[CH3:25])[CH2:10][CH2:11]1, predict the reactants needed to synthesize it. (6) Given the product [NH2:12][C:8]1[C:7]2[N:13]=[C:14]([CH2:16][CH2:17][CH3:18])[S:15][C:6]=2[C:5]2[CH:4]=[CH:3][C:2]([C:27]3[CH:28]=[C:23]([NH:22][C:19](=[O:21])[CH3:20])[CH:24]=[CH:25][CH:26]=3)=[CH:11][C:10]=2[N:9]=1, predict the reactants needed to synthesize it. The reactants are: Br[C:2]1[CH:3]=[CH:4][C:5]2[C:6]3[S:15][C:14]([CH2:16][CH2:17][CH3:18])=[N:13][C:7]=3[C:8]([NH2:12])=[N:9][C:10]=2[CH:11]=1.[C:19]([NH:22][C:23]1[CH:24]=[C:25](B(O)O)[CH:26]=[CH:27][CH:28]=1)(=[O:21])[CH3:20]. (7) Given the product [F:17][C:18]1[CH:25]=[CH:24][C:21]([C:22]#[C:1][CH2:2][CH2:3][CH2:4][CH2:5][CH2:6][CH3:7])=[CH:20][CH:19]=1, predict the reactants needed to synthesize it. The reactants are: [CH:1]#[C:2][CH2:3][CH2:4][CH2:5][CH2:6][CH2:7]C.C1(C#C)C=CC=CC=1.[F:17][C:18]1[CH:25]=[CH:24][C:21]([C:22]#N)=[CH:20][CH:19]=1.